Dataset: Forward reaction prediction with 1.9M reactions from USPTO patents (1976-2016). Task: Predict the product of the given reaction. (1) Given the reactants CC1(C)C(C)(C)OB([C:9]2[CH2:10][CH2:11][N:12]([C:15]([O:17][C:18]([CH3:21])([CH3:20])[CH3:19])=[O:16])[CH2:13][CH:14]=2)O1.[CH3:23][O:24][C:25](=[O:35])[CH2:26][C:27]1[CH:32]=[C:31]([Cl:33])[CH:30]=[CH:29][C:28]=1Br.[O-]P([O-])([O-])=O.[K+].[K+].[K+], predict the reaction product. The product is: [Cl:33][C:31]1[CH:30]=[CH:29][C:28]([C:9]2[CH2:10][CH2:11][N:12]([C:15]([O:17][C:18]([CH3:19])([CH3:20])[CH3:21])=[O:16])[CH2:13][CH:14]=2)=[C:27]([CH2:26][C:25]([O:24][CH3:23])=[O:35])[CH:32]=1. (2) Given the reactants [CH2:1]([O:8][CH2:9][C:10]1[N:15]=[C:14]([OH:16])[C:13]([N+:17]([O-])=O)=[CH:12][N:11]=1)[C:2]1[CH:7]=[CH:6][CH:5]=[CH:4][CH:3]=1.[O-]S(S([O-])=O)=O.[Na+].[Na+], predict the reaction product. The product is: [NH2:17][C:13]1[C:14]([OH:16])=[N:15][C:10]([CH2:9][O:8][CH2:1][C:2]2[CH:3]=[CH:4][CH:5]=[CH:6][CH:7]=2)=[N:11][CH:12]=1.